Predict which catalyst facilitates the given reaction. From a dataset of Catalyst prediction with 721,799 reactions and 888 catalyst types from USPTO. (1) Reactant: C([O:4][C:5]1[CH:17]=[CH:16][CH:15]=[C:14]2[C:6]=1[C:7](=[O:19])[C:8]1[CH:12]=[CH:11][S:10][C:9]=1[C:13]2=[O:18])(=O)C.Cl. Product: [OH:4][C:5]1[CH:17]=[CH:16][CH:15]=[C:14]2[C:6]=1[C:7](=[O:19])[C:8]1[CH:12]=[CH:11][S:10][C:9]=1[C:13]2=[O:18]. The catalyst class is: 797. (2) Reactant: [CH3:1][N:2]1[CH2:14][CH2:13][C:5]2[NH:6][C:7]3[CH:8]=[CH:9][CH:10]=[CH:11][C:12]=3[C:4]=2[CH2:3]1.Cl[CH2:16][C:17]1[CH:18]=[CH:19][C:20]([CH3:23])=[N:21][CH:22]=1.[H-].[Na+]. Product: [CH3:1][N:2]1[CH2:14][CH2:13][C:5]2[N:6]([CH2:16][C:17]3[CH:22]=[N:21][C:20]([CH3:23])=[CH:19][CH:18]=3)[C:7]3[CH:8]=[CH:9][CH:10]=[CH:11][C:12]=3[C:4]=2[CH2:3]1. The catalyst class is: 3. (3) Reactant: [CH:1]1([CH2:6][C@@H:7]([C:20]([NH:22][NH:23][C:24]2[C:29]([F:30])=[C:28]([N:31]3[CH2:36][CH2:35][N:34]([CH3:37])[C@H:33]([CH3:38])[CH2:32]3)[N:27]=[C:26]([CH3:39])[N:25]=2)=[O:21])[CH2:8][N:9]([O:12]CC2C=CC=CC=2)[CH:10]=[O:11])[CH2:5][CH2:4][CH2:3][CH2:2]1. Product: [CH:1]1([CH2:6][C@@H:7]([C:20]([NH:22][NH:23][C:24]2[C:29]([F:30])=[C:28]([N:31]3[CH2:36][CH2:35][N:34]([CH3:37])[C@H:33]([CH3:38])[CH2:32]3)[N:27]=[C:26]([CH3:39])[N:25]=2)=[O:21])[CH2:8][N:9]([OH:12])[CH:10]=[O:11])[CH2:5][CH2:4][CH2:3][CH2:2]1. The catalyst class is: 5. (4) Reactant: FC(F)(F)S([O:6][Si:7]([C:10]([CH3:13])([CH3:12])[CH3:11])([CH3:9])[CH3:8])(=O)=O.[F:16][C:17]1[N:22]=[CH:21][C:20]([C:23]([CH3:27])([CH3:26])[CH2:24]O)=[CH:19][CH:18]=1.C(N(CC)C(C)C)(C)C. The catalyst class is: 2. Product: [Si:7]([O:6][CH2:27][C:23]([C:20]1[CH:19]=[CH:18][C:17]([F:16])=[N:22][CH:21]=1)([CH3:24])[CH3:26])([C:10]([CH3:11])([CH3:12])[CH3:13])([CH3:8])[CH3:9]. (5) Reactant: [OH2:1].[O-2:2].[O-2].[O-2].O=[Si]=O.O=[Si]=O.O=[Si]=O.O=[Si]=O.[Al+3].[Al+3].O.OOS([O-])=O.[K+].[Cl:26][C:27]1[CH:36]=[CH:35][CH:34]=[C:33]2[C:28]=1[N:29]=[C:30]([C:50]1[CH:55]=[CH:54][CH:53]=[CH:52][C:51]=1[S:56][CH3:57])[C:31]([C@@H:37]([N:39]1[C:47](=[O:48])[C:46]3[C:41](=[CH:42][CH:43]=[CH:44][CH:45]=3)[C:40]1=[O:49])[CH3:38])=[N:32]2. Product: [Cl:26][C:27]1[CH:36]=[CH:35][CH:34]=[C:33]2[C:28]=1[N:29]=[C:30]([C:50]1[CH:55]=[CH:54][CH:53]=[CH:52][C:51]=1[S:56]([CH3:57])(=[O:2])=[O:1])[C:31]([C@@H:37]([N:39]1[C:40](=[O:49])[C:41]3[C:46](=[CH:45][CH:44]=[CH:43][CH:42]=3)[C:47]1=[O:48])[CH3:38])=[N:32]2. The catalyst class is: 2. (6) Reactant: [C:1]([NH:8][CH2:9][CH2:10][C:11]([OH:13])=O)([O:3][C:4]([CH3:7])([CH3:6])[CH3:5])=[O:2].C([N:16]([CH2:19][CH3:20])[CH2:17][CH3:18])C.[I-].ClC1C=[CH:27][CH:26]=[CH:25][N+]=1C.C1CCCCC1.CCOC(C)=O. Product: [N:16]1([C:11](=[O:13])[CH2:10][CH2:9][NH:8][C:1](=[O:2])[O:3][C:4]([CH3:5])([CH3:6])[CH3:7])[CH2:17][CH2:18][CH2:27][CH2:26][CH2:25][CH2:20][CH2:19]1. The catalyst class is: 2. (7) Reactant: [CH3:1][C:2]1[N:3]=[CH:4][C:5]2[C:10]([CH:11]=1)=[CH:9][CH:8]=[C:7]([OH:12])[CH:6]=2.C([O-])([O-])=O.[Cs+].[Cs+]. Product: [CH2:11]([C@@H:10]1[CH2:5][CH2:6][C@H:7]([O:12][C:7]2[CH:6]=[C:5]3[C:10]([CH:11]=[C:2]([CH3:1])[N:3]=[CH:4]3)=[CH:9][CH:8]=2)[CH2:8][CH2:9]1)[CH3:2]. The catalyst class is: 218.